This data is from Full USPTO retrosynthesis dataset with 1.9M reactions from patents (1976-2016). The task is: Predict the reactants needed to synthesize the given product. (1) Given the product [Cl:1][C:2]1[CH:10]=[CH:9][CH:8]=[C:7]2[C:3]=1[C:4]([C:15]([N:46]1[CH2:47][CH2:48][CH:43]([C:38]3[CH:37]=[C:36]([CH:41]=[CH:40][C:39]=3[F:42])[CH2:35][NH:34][C:32](=[O:33])[C:31]([F:50])([F:49])[F:30])[CH2:44][CH2:45]1)=[O:17])=[CH:5][N:6]2[CH2:11][CH2:12][O:13][CH3:14], predict the reactants needed to synthesize it. The reactants are: [Cl:1][C:2]1[CH:10]=[CH:9][CH:8]=[C:7]2[C:3]=1[C:4]([C:15]([OH:17])=O)=[CH:5][N:6]2[CH2:11][CH2:12][O:13][CH3:14].C(C1NC=CN=1)(C1NC=CN=1)=O.[F:30][C:31]([F:50])([F:49])[C:32]([NH:34][CH2:35][C:36]1[CH:41]=[CH:40][C:39]([F:42])=[C:38]([CH:43]2[CH2:48][CH2:47][NH:46][CH2:45][CH2:44]2)[CH:37]=1)=[O:33]. (2) Given the product [C:8]([C:10]1[CH:18]=[CH:17][C:13]([C:14]([O:16][CH3:1])=[O:15])=[C:12]([O:19][CH2:20][CH3:21])[CH:11]=1)#[N:9], predict the reactants needed to synthesize it. The reactants are: [CH3:1][Si](C=[N+]=[N-])(C)C.[C:8]([C:10]1[CH:18]=[CH:17][C:13]([C:14]([OH:16])=[O:15])=[C:12]([O:19][CH2:20][CH3:21])[CH:11]=1)#[N:9]. (3) The reactants are: [CH3:1][O:2][C:3]1[CH:4]=[C:5]2[C:10](=[CH:11][C:12]=1[O:13][CH3:14])[N:9]=[CH:8][CH:7]=[C:6]2[O:15][C:16]1[CH:21]=[CH:20][C:19]([NH:22][C:23](=O)[CH2:24][CH2:25][O:26][C:27]2[CH:32]=[CH:31][CH:30]=[CH:29][C:28]=2[CH3:33])=[CH:18][CH:17]=1.Cl.[Na]. Given the product [CH3:1][O:2][C:3]1[CH:4]=[C:5]2[C:10](=[CH:11][C:12]=1[O:13][CH3:14])[N:9]=[CH:8][CH:7]=[C:6]2[O:15][C:16]1[CH:17]=[CH:18][C:19]([NH:22][CH2:23][CH2:24][CH2:25][O:26][C:27]2[CH:32]=[CH:31][CH:30]=[CH:29][C:28]=2[CH3:33])=[CH:20][CH:21]=1, predict the reactants needed to synthesize it. (4) Given the product [CH2:44]([O:47][N:48]([C@H:13]1[CH2:12][N:11]([C:18]([O:20][C:21]([CH3:23])([CH3:22])[CH3:24])=[O:19])[C@H:10]([CH2:9][O:8][Si:1]([C:4]([CH3:5])([CH3:6])[CH3:7])([CH3:3])[CH3:2])[CH:15]=[C:14]1[CH3:16])[S:49]([C:52]1[CH:57]=[CH:56][CH:55]=[CH:54][C:53]=1[N+:58]([O-:60])=[O:59])(=[O:51])=[O:50])[CH:45]=[CH2:46], predict the reactants needed to synthesize it. The reactants are: [Si:1]([O:8][CH2:9][C@@H:10]1[CH:15]=[C:14]([CH3:16])[C@H:13](O)[CH2:12][N:11]1[C:18]([O:20][C:21]([CH3:24])([CH3:23])[CH3:22])=[O:19])([C:4]([CH3:7])([CH3:6])[CH3:5])([CH3:3])[CH3:2].C1(P(C2C=CC=CC=2)C2C=CC=CC=2)C=CC=CC=1.[CH2:44]([O:47][NH:48][S:49]([C:52]1[CH:57]=[CH:56][CH:55]=[CH:54][C:53]=1[N+:58]([O-:60])=[O:59])(=[O:51])=[O:50])[CH:45]=[CH2:46].N(C(OC(C)C)=O)=NC(OC(C)C)=O.